Predict the reactants needed to synthesize the given product. From a dataset of Full USPTO retrosynthesis dataset with 1.9M reactions from patents (1976-2016). (1) Given the product [NH2:11][C:3]1[CH:4]=[C:5]([C:7]([O:9][CH3:10])=[O:8])[S:6][C:2]=1[CH3:1], predict the reactants needed to synthesize it. The reactants are: [CH3:1][C:2]1[S:6][C:5]([C:7]([O:9][CH3:10])=[O:8])=[CH:4][C:3]=1[N+:11]([O-])=O. (2) The reactants are: [NH2:1][C:2]1[C:10]2[CH2:9][CH2:8][N:7]([C:11]3[CH:16]=[CH:15][C:14]([CH3:17])=[CH:13][CH:12]=3)[C:6](=[O:18])[C:5]=2[NH:4][N:3]=1.C(OOC([O-])=O)([O-])=O.[K+].[K+].[C:29](O[C:29]([O:31][C:32]([CH3:35])([CH3:34])[CH3:33])=[O:30])([O:31][C:32]([CH3:35])([CH3:34])[CH3:33])=[O:30]. Given the product [C:32]([O:31][C:29]([N:4]1[C:5]2[C:6](=[O:18])[N:7]([C:11]3[CH:16]=[CH:15][C:14]([CH3:17])=[CH:13][CH:12]=3)[CH2:8][CH2:9][C:10]=2[C:2]([NH2:1])=[N:3]1)=[O:30])([CH3:35])([CH3:34])[CH3:33], predict the reactants needed to synthesize it. (3) Given the product [CH3:1][O:2][C:3]1[CH:4]=[C:5]([C:12]2[CH:13]=[CH:14][C:15]3[C:21](=[O:22])[NH:20][C:19]4[CH:23]=[C:24]([CH2:27][CH2:28][C:29]([O:31][NH:37][C:35](=[NH:34])[CH3:36])=[O:30])[CH:25]=[CH:26][C:18]=4[NH:17][C:16]=3[CH:32]=2)[CH:6]=[CH:7][C:8]=1[N+:9]([O-:11])=[O:10], predict the reactants needed to synthesize it. The reactants are: [CH3:1][O:2][C:3]1[CH:4]=[C:5]([C:12]2[CH:13]=[CH:14][C:15]3[C:21](=[O:22])[NH:20][C:19]4[CH:23]=[C:24]([CH2:27][CH2:28][C:29]([OH:31])=[O:30])[CH:25]=[CH:26][C:18]=4[NH:17][C:16]=3[CH:32]=2)[CH:6]=[CH:7][C:8]=1[N+:9]([O-:11])=[O:10].O[NH:34][C:35](=[NH:37])[CH3:36].CC(C)N=C=NC(C)C.